From a dataset of NCI-60 drug combinations with 297,098 pairs across 59 cell lines. Regression. Given two drug SMILES strings and cell line genomic features, predict the synergy score measuring deviation from expected non-interaction effect. (1) Drug 1: CC12CCC3C(C1CCC2=O)CC(=C)C4=CC(=O)C=CC34C. Drug 2: CC(C)NC(=O)C1=CC=C(C=C1)CNNC.Cl. Cell line: A549. Synergy scores: CSS=18.3, Synergy_ZIP=0.851, Synergy_Bliss=0.962, Synergy_Loewe=-16.2, Synergy_HSA=-1.79. (2) Drug 1: CS(=O)(=O)CCNCC1=CC=C(O1)C2=CC3=C(C=C2)N=CN=C3NC4=CC(=C(C=C4)OCC5=CC(=CC=C5)F)Cl. Drug 2: C(CCl)NC(=O)N(CCCl)N=O. Cell line: UACC62. Synergy scores: CSS=2.90, Synergy_ZIP=-4.34, Synergy_Bliss=0.194, Synergy_Loewe=-3.05, Synergy_HSA=-0.128.